The task is: Predict the product of the given reaction.. This data is from Forward reaction prediction with 1.9M reactions from USPTO patents (1976-2016). (1) Given the reactants [Br:1][C:2]1[CH:3]=[C:4]2[C:9](=[CH:10][CH:11]=1)[C:8](=[O:12])[NH:7][C:6](=[O:13])/[C:5]/2=[CH:14]\[NH:15][C:16]1[CH:21]=[CH:20][C:19]([N:22]2[CH2:27][C@@H:26]([CH3:28])[N:25]([CH3:29])[CH2:24][C@@H:23]2[CH3:30])=[CH:18][CH:17]=1.BrC1C=C2C(=CC=1)[C:38](=[O:42])NC(=O)C2=CNC1C=CC(N2CC(C)NC(C)C2)=CC=1, predict the reaction product. The product is: [Br:1][C:2]1[CH:3]=[C:4]2[C:9](=[CH:10][CH:11]=1)[C:8](=[O:12])[NH:7][C:6](=[O:13])/[C:5]/2=[CH:14]/[O:42][CH3:38].[CH3:30][CH:23]1[CH2:24][N:25]([CH3:29])[CH:26]([CH3:28])[CH2:27][N:22]1[C:19]1[CH:18]=[CH:17][C:16]([NH2:15])=[CH:21][CH:20]=1. (2) Given the reactants Cl.[CH:2]12[CH2:8][CH:5]([NH:6][CH2:7]1)[CH2:4][O:3]2.C(=O)([O-])[O-].Br[C:14]1[CH:15]=[C:16]2[C:21](=[CH:22][CH:23]=1)[C:20](Cl)=[N:19][N:18]=[CH:17]2.C(=O)([O-])[O-].[K+].[K+].[CH:31]1([NH:34][C:35](=[O:52])[C:36]2[CH:41]=[CH:40][C:39]([CH3:42])=[C:38](B3OC(C)(C)C(C)(C)O3)[CH:37]=2)[CH2:33][CH2:32]1, predict the reaction product. The product is: [CH:5]12[CH2:8][CH:2]([O:3][CH2:4]1)[CH2:7][N:6]2[C:20]1[C:21]2[C:16](=[CH:15][C:14]([C:38]3[CH:37]=[C:36]([CH:41]=[CH:40][C:39]=3[CH3:42])[C:35]([NH:34][CH:31]3[CH2:32][CH2:33]3)=[O:52])=[CH:23][CH:22]=2)[CH:17]=[N:18][N:19]=1. (3) Given the reactants [NH2:1][C:2]([NH2:4])=[S:3].[Br:5][CH2:6][C:7](=O)[C:8]([O:10][CH2:11][CH3:12])=[O:9], predict the reaction product. The product is: [BrH:5].[NH2:1][C:2]1[S:3][CH:6]=[C:7]([C:8]([O:10][CH2:11][CH3:12])=[O:9])[N:4]=1. (4) Given the reactants [F:1][C:2]1[CH:7]=[CH:6][CH:5]=[C:4]([CH2:8][CH2:9][N+:10]([O-:12])=[O:11])[C:3]=1[CH3:13].[CH:14](=O)[C:15]1[CH:20]=[CH:19][CH:18]=[CH:17][CH:16]=1, predict the reaction product. The product is: [F:1][C:2]1[CH:7]=[CH:6][CH:5]=[C:4]([CH2:8][C:9]([N+:10]([O-:12])=[O:11])=[CH:14][C:15]2[CH:20]=[CH:19][CH:18]=[CH:17][CH:16]=2)[C:3]=1[CH3:13]. (5) Given the reactants C([O:5][C:6](=[O:38])[C@@H:7]([NH:30]C(OC(C)(C)C)=O)[CH2:8][CH2:9][CH:10]([CH2:18][CH2:19][C:20]1[CH:25]=[CH:24][C:23]([O:26][CH2:27][CH2:28][F:29])=[CH:22][CH:21]=1)[C:11]([O:13]C(C)(C)C)=[O:12])(C)(C)C.FC(F)(F)C(O)=O.O.C(#N)C, predict the reaction product. The product is: [NH2:30][C@H:7]([CH2:8][CH2:9][CH:10]([CH2:18][CH2:19][C:20]1[CH:21]=[CH:22][C:23]([O:26][CH2:27][CH2:28][F:29])=[CH:24][CH:25]=1)[C:11]([OH:13])=[O:12])[C:6]([OH:38])=[O:5]. (6) Given the reactants Cl[C:2]1[N:7]=[C:6]([C:8]2[O:9][CH:10]=[CH:11][CH:12]=2)[N:5]=[C:4]([NH:13][C:14]2[CH:18]=[C:17]([CH3:19])[NH:16][N:15]=2)[CH:3]=1.[CH3:20][N:21]1[CH2:26][CH2:25][NH:24][CH2:23][CH2:22]1, predict the reaction product. The product is: [O:9]1[CH:10]=[CH:11][CH:12]=[C:8]1[C:6]1[N:5]=[C:4]([NH:13][C:14]2[CH:18]=[C:17]([CH3:19])[NH:16][N:15]=2)[CH:3]=[C:2]([N:24]2[CH2:25][CH2:26][N:21]([CH3:20])[CH2:22][CH2:23]2)[N:7]=1. (7) Given the reactants [CH3:1][C:2]1[CH:7]=[C:6]([CH:8]=[CH2:9])[CH:5]=[CH:4][C:3]=1[NH:10][C:11](=[O:18])[C:12]1[CH:17]=[CH:16][CH:15]=[CH:14][CH:13]=1.C1COCC1.[N+](=[CH:26][C:27]([O:29][CH2:30][CH3:31])=[O:28])=[N-], predict the reaction product. The product is: [C:11]([NH:10][C:3]1[CH:4]=[CH:5][C:6]([C@@H:8]2[CH2:9][C@H:26]2[C:27]([O:29][CH2:30][CH3:31])=[O:28])=[CH:7][C:2]=1[CH3:1])(=[O:18])[C:12]1[CH:13]=[CH:14][CH:15]=[CH:16][CH:17]=1.